From a dataset of Catalyst prediction with 721,799 reactions and 888 catalyst types from USPTO. Predict which catalyst facilitates the given reaction. (1) Reactant: [OH:1][C@H:2]1[CH2:22][CH2:21][C@@:20]2([CH3:23])[C:4](=[CH:5][CH2:6][C@@H:7]3[C@@H:19]2[CH2:18][CH2:17][C@@:16]2([CH3:24])[C@H:8]3[CH2:9][CH2:10][C@@H:11]2[C:12](=[N:14][OH:15])[CH3:13])[CH2:3]1.[H-].[Na+].[CH2:27]([CH:29]1[O:31][CH2:30]1)Cl. Product: [O:31]1[CH2:30][CH:29]1[CH2:27][O:15][N:14]=[C:12]([C@@H:11]1[C@:16]2([CH3:24])[C@H:8]([C@H:7]3[C@H:19]([CH2:18][CH2:17]2)[C@:20]2([CH3:23])[C:4]([CH2:3][C@@H:2]([OH:1])[CH2:22][CH2:21]2)=[CH:5][CH2:6]3)[CH2:9][CH2:10]1)[CH3:13]. The catalyst class is: 3. (2) Reactant: [H-].[Na+].[OH:3][C:4]1[CH:5]=[C:6]([N:10]2[CH2:15][CH2:14][CH:13]([C:16]3[CH:21]=[CH:20][C:19]([C@@H:22]([NH:24][C:25](=[O:27])[CH3:26])[CH3:23])=[CH:18][CH:17]=3)[CH2:12][CH2:11]2)[CH:7]=[CH:8][CH:9]=1.Br[CH2:29][CH2:30][CH:31]([CH3:33])[CH3:32]. Product: [CH2:29]([O:3][C:4]1[CH:5]=[C:6]([N:10]2[CH2:15][CH2:14][CH:13]([C:16]3[CH:17]=[CH:18][C:19]([C@@H:22]([NH:24][C:25](=[O:27])[CH3:26])[CH3:23])=[CH:20][CH:21]=3)[CH2:12][CH2:11]2)[CH:7]=[CH:8][CH:9]=1)[CH2:30][CH:31]([CH3:33])[CH3:32]. The catalyst class is: 3. (3) Reactant: C(=O)([O-])[O-].[K+].[K+].[OH:7][C:8]1[CH:9]=[C:10]([CH:20]=[C:21]([O:23][C@H:24]([CH2:27][OH:28])[CH2:25][CH3:26])[CH:22]=1)[C:11]([NH:13][C:14]1[CH:18]=[CH:17][N:16]([CH3:19])[N:15]=1)=[O:12].[F:29][C:30]1[CH:31]=[C:32]([CH:39]=[CH:40][C:41]=1F)[C:33]([N:35]1[CH2:38][CH2:37][CH2:36]1)=[O:34]. Product: [N:35]1([C:33]([C:32]2[CH:39]=[CH:40][C:41]([O:7][C:8]3[CH:9]=[C:10]([CH:20]=[C:21]([O:23][C@H:24]([CH2:27][OH:28])[CH2:25][CH3:26])[CH:22]=3)[C:11]([NH:13][C:14]3[CH:18]=[CH:17][N:16]([CH3:19])[N:15]=3)=[O:12])=[C:30]([F:29])[CH:31]=2)=[O:34])[CH2:38][CH2:37][CH2:36]1. The catalyst class is: 10.